This data is from Forward reaction prediction with 1.9M reactions from USPTO patents (1976-2016). The task is: Predict the product of the given reaction. (1) Given the reactants [CH2:1]([N:8]1[CH2:13][CH2:12][C:11]2([C:21]3[C:20](=[O:22])[NH:19][C:18](=[O:23])[N:17]([CH2:24][C:25]4[C:30]([C:31]([F:34])([F:33])[F:32])=[CH:29][CH:28]=[CH:27][C:26]=4[F:35])[C:16]=3[CH2:15][O:14]2)[CH2:10][CH2:9]1)[C:2]1[CH:7]=[CH:6][CH:5]=[CH:4][CH:3]=1.CS(O[CH2:41][C@H:42]([NH:49][C:50]([O:52][C:53]([CH3:56])([CH3:55])[CH3:54])=[O:51])[C:43]1[CH:48]=[CH:47][CH:46]=[CH:45][CH:44]=1)(=O)=O.C(=O)([O-])[O-].[K+].[K+], predict the reaction product. The product is: [CH2:1]([N:8]1[CH2:9][CH2:10][C:11]2([C:21]3[C:20](=[O:22])[N:19]([CH2:41][C@H:42]([NH:49][C:50](=[O:51])[O:52][C:53]([CH3:56])([CH3:55])[CH3:54])[C:43]4[CH:48]=[CH:47][CH:46]=[CH:45][CH:44]=4)[C:18](=[O:23])[N:17]([CH2:24][C:25]4[C:30]([C:31]([F:33])([F:34])[F:32])=[CH:29][CH:28]=[CH:27][C:26]=4[F:35])[C:16]=3[CH2:15][O:14]2)[CH2:12][CH2:13]1)[C:2]1[CH:7]=[CH:6][CH:5]=[CH:4][CH:3]=1. (2) Given the reactants [CH3:1][O:2][C:3]([CH:5]=[CH2:6])=[CH2:4].[F:7][C:8]1[CH:13]=[C:12](/[CH:14]=[CH:15]/[N+:16]([O-:18])=[O:17])[C:11]([F:19])=[CH:10][C:9]=1[F:20], predict the reaction product. The product is: [F:7][C:8]1[CH:13]=[C:12]([CH:14]2[CH:15]([N+:16]([O-:18])=[O:17])[CH2:6][CH:5]=[C:3]([O:2][CH3:1])[CH2:4]2)[C:11]([F:19])=[CH:10][C:9]=1[F:20]. (3) The product is: [CH3:10][O:9][C:7]1[CH:6]=[C:5]([C:11]2[CH:12]=[C:13]3[NH:19][N:18]=[C:17]([I:20])[C:14]3=[N:15][CH:16]=2)[CH:4]=[C:3]([O:2][CH3:1])[CH:8]=1. Given the reactants [CH3:1][O:2][C:3]1[CH:4]=[C:5]([C:11]2[CH:12]=[C:13]3[NH:19][N:18]=[CH:17][C:14]3=[N:15][CH:16]=2)[CH:6]=[C:7]([O:9][CH3:10])[CH:8]=1.[I:20]N1C(=O)CCC1=O, predict the reaction product. (4) The product is: [Cl:1][C:2]([O:27][CH2:26][CH2:25][O:24][CH2:22][CH3:23])=[O:4]. Given the reactants [Cl:1][C:2](Cl)([O:4]C(=O)OC(Cl)(Cl)Cl)Cl.C(N(CC)C(C)C)(C)C.[CH2:22]([O:24][CH2:25][CH2:26][OH:27])[CH3:23], predict the reaction product. (5) Given the reactants [CH:1]1([CH2:4][O:5][C:6]2[CH:11]=[CH:10][CH:9]=[C:8]([O:12]CC3C=CC(OC)=CC=3)[C:7]=2[C:22]2[CH:23]=[C:24]([C@@H:33]3[CH2:38][CH2:37][CH2:36][N:35](C(OC(C)(C)C)=O)[CH2:34]3)[C:25]3[CH2:30][O:29][C:28](=[O:31])[NH:27][C:26]=3[N:32]=2)[CH2:3][CH2:2]1.[ClH:46], predict the reaction product. The product is: [ClH:46].[CH:1]1([CH2:4][O:5][C:6]2[CH:11]=[CH:10][CH:9]=[C:8]([OH:12])[C:7]=2[C:22]2[CH:23]=[C:24]([C@@H:33]3[CH2:38][CH2:37][CH2:36][NH:35][CH2:34]3)[C:25]3[CH2:30][O:29][C:28](=[O:31])[NH:27][C:26]=3[N:32]=2)[CH2:2][CH2:3]1. (6) Given the reactants [CH:1]1([CH:5]=O)[CH2:4][CH2:3][CH2:2]1.[O:7]=[C:8]([CH:10](P(=O)(OCC)OCC)[CH2:11][CH2:12][CH2:13][CH2:14][CH3:15])[CH3:9], predict the reaction product. The product is: [CH:1]1(/[CH:5]=[C:10](\[CH2:11][CH2:12][CH2:13][CH2:14][CH3:15])/[C:8](=[O:7])[CH3:9])[CH2:2][CH2:3][CH2:4]1. (7) Given the reactants S(O)(O)(=O)=O.[NH2:6][C:7]1[NH:8][CH:9]=[CH:10][N:11]=1.[C:12](N1C=CN=C1)(N1C=CN=C1)=[O:13].CCN(C(C)C)C(C)C.[CH3:33][C:34]1[C:35]([C@@H:40]2[CH2:45][CH2:44][CH2:43][C@H:42]([C:46]3[C:51]([CH3:52])=[CH:50][CH:49]=[CH:48][N:47]=3)[N:41]2[CH2:53][CH2:54][CH2:55][CH2:56][NH2:57])=[N:36][CH:37]=[CH:38][CH:39]=1.C([O-])(O)=O.[Na+], predict the reaction product. The product is: [CH3:52][C:51]1[C:46]([C@@H:42]2[CH2:43][CH2:44][CH2:45][C@H:40]([C:35]3[C:34]([CH3:33])=[CH:39][CH:38]=[CH:37][N:36]=3)[N:41]2[CH2:53][CH2:54][CH2:55][CH2:56][NH:57][C:12]([NH:6][C:7]2[NH:8][CH:9]=[CH:10][N:11]=2)=[O:13])=[N:47][CH:48]=[CH:49][CH:50]=1.